From a dataset of Full USPTO retrosynthesis dataset with 1.9M reactions from patents (1976-2016). Predict the reactants needed to synthesize the given product. (1) Given the product [C:24]([Si:21]([CH3:23])([CH3:22])[O:6][C:4]([CH:3]=[C:2]([CH3:7])[CH3:1])=[CH2:5])([CH3:27])([CH3:26])[CH3:25], predict the reactants needed to synthesize it. The reactants are: [CH3:1][C:2]([CH3:7])=[CH:3][C:4](=[O:6])[CH3:5].C(N(CC)CC)C.FC(F)(F)S(O[Si:21]([C:24]([CH3:27])([CH3:26])[CH3:25])([CH3:23])[CH3:22])(=O)=O. (2) Given the product [F:34][C:20]1[C:19]([C:3]2[CH:4]=[C:5]3[C:9](=[CH:10][C:2]=2[NH:1][C:46]([C:44]2[N:45]=[C:41]([C:39]4[N:38]([CH:49]5[CH2:54][CH2:53][CH2:52][CH2:51][O:50]5)[N:37]=[C:36]([CH3:35])[CH:40]=4)[S:42][CH:43]=2)=[O:47])[N:8]([CH2:11][O:12][CH2:13][CH2:14][Si:15]([CH3:18])([CH3:17])[CH3:16])[N:7]=[CH:6]3)=[CH:33][CH:32]=[CH:31][C:21]=1[CH2:22][NH:23][C:24](=[O:30])[O:25][C:26]([CH3:28])([CH3:29])[CH3:27], predict the reactants needed to synthesize it. The reactants are: [NH2:1][C:2]1[CH:10]=[C:9]2[C:5]([CH:6]=[N:7][N:8]2[CH2:11][O:12][CH2:13][CH2:14][Si:15]([CH3:18])([CH3:17])[CH3:16])=[CH:4][C:3]=1[C:19]1[C:20]([F:34])=[C:21]([CH:31]=[CH:32][CH:33]=1)[CH2:22][NH:23][C:24](=[O:30])[O:25][C:26]([CH3:29])([CH3:28])[CH3:27].[CH3:35][C:36]1[CH:40]=[C:39]([C:41]2[S:42][CH:43]=[C:44]([C:46](O)=[O:47])[N:45]=2)[N:38]([CH:49]2[CH2:54][CH2:53][CH2:52][CH2:51][O:50]2)[N:37]=1.CN(C(ON1N=NC2C=CC=NC1=2)=[N+](C)C)C.F[P-](F)(F)(F)(F)F.CCN(C(C)C)C(C)C. (3) The reactants are: [OH:1][C:2]1[CH:7]=[CH:6][C:5]([CH2:8][C:9]([O:11]C)=[O:10])=[CH:4][CH:3]=1.C(=O)([O-])[O-].[K+].[K+].Br[C:20]([CH3:29])([CH3:28])[C:21]([O:23][C:24]([CH3:27])([CH3:26])[CH3:25])=[O:22].[OH-].[K+]. Given the product [C:24]([O:23][C:21](=[O:22])[C:20]([CH3:29])([O:1][C:2]1[CH:3]=[CH:4][C:5]([CH2:8][C:9]([OH:11])=[O:10])=[CH:6][CH:7]=1)[CH3:28])([CH3:27])([CH3:26])[CH3:25], predict the reactants needed to synthesize it. (4) Given the product [NH:27]1[C:35]2[C:30](=[CH:31][CH:32]=[CH:33][CH:34]=2)[C:29](/[CH:36]=[C:8]2\[O:9][C:5]3[C:4]([O:13][CH:14]4[CH2:15][CH2:16][N:17]([C:20]([O:22][C:23]([CH3:26])([CH3:25])[CH3:24])=[O:21])[CH2:18][CH2:19]4)=[C:3]([O:2][CH3:1])[CH:12]=[CH:11][C:6]=3[C:7]\2=[O:10])=[N:28]1, predict the reactants needed to synthesize it. The reactants are: [CH3:1][O:2][C:3]1[CH:12]=[CH:11][C:6]2[C:7](=[O:10])[CH2:8][O:9][C:5]=2[C:4]=1[O:13][CH:14]1[CH2:19][CH2:18][N:17]([C:20]([O:22][C:23]([CH3:26])([CH3:25])[CH3:24])=[O:21])[CH2:16][CH2:15]1.[NH:27]1[C:35]2[C:30](=[CH:31][CH:32]=[CH:33][CH:34]=2)[C:29]([CH:36]=O)=[N:28]1.C1(C)C=CC=CC=1.